From a dataset of Full USPTO retrosynthesis dataset with 1.9M reactions from patents (1976-2016). Predict the reactants needed to synthesize the given product. (1) Given the product [F:1][C:2]1[CH:3]=[C:4]([CH:13]=[CH:14][CH:15]=1)[O:5][C:6]1[O:10][C:9]([CH2:11][OH:12])=[CH:8][CH:7]=1, predict the reactants needed to synthesize it. The reactants are: [F:1][C:2]1[CH:3]=[C:4]([CH:13]=[CH:14][CH:15]=1)[O:5][C:6]1[O:10][C:9]([CH:11]=[O:12])=[CH:8][CH:7]=1.[BH4-].[Na+].O.C(OCC)(=O)C. (2) Given the product [F:28][C:29]([F:35])([F:34])[S:30]([O-:33])(=[O:32])=[O:31].[C:1]1([S+:7]([C:38]2[CH:37]=[CH:36][CH:41]=[CH:40][CH:39]=2)[C:9]2[CH:14]=[CH:13][CH:12]=[CH:11][CH:10]=2)[CH:6]=[CH:5][CH:4]=[CH:3][CH:2]=1, predict the reactants needed to synthesize it. The reactants are: [C:1]1([S:7]([C:9]2[CH:14]=[CH:13][CH:12]=[CH:11][CH:10]=2)=O)[CH:6]=[CH:5][CH:4]=[CH:3][CH:2]=1.FC(F)(F)C(OC(=O)C(F)(F)F)=O.[F:28][C:29]([F:35])([F:34])[S:30]([OH:33])(=[O:32])=[O:31].[CH3:36][CH2:37][CH2:38][CH2:39][CH2:40][CH3:41].